From a dataset of Forward reaction prediction with 1.9M reactions from USPTO patents (1976-2016). Predict the product of the given reaction. (1) The product is: [C:31]1([S:37]([N:11]2[C:7]([C:2]3[CH:3]=[CH:4][CH:5]=[CH:6][N:1]=3)=[CH:8][C:9]([CH:12]=[O:13])=[CH:10]2)(=[O:39])=[O:38])[CH:36]=[CH:35][CH:34]=[CH:33][CH:32]=1. Given the reactants [N:1]1[CH:6]=[CH:5][CH:4]=[CH:3][C:2]=1[C:7]1[NH:11][CH:10]=[C:9]([CH:12]=[O:13])[CH:8]=1.[H-].[Na+].C1OCCOCCOCCOCCOC1.[C:31]1([S:37](Cl)(=[O:39])=[O:38])[CH:36]=[CH:35][CH:34]=[CH:33][CH:32]=1, predict the reaction product. (2) Given the reactants C(NC(C)C)(C)C.C([Li])CCC.[Cl:13][C:14]1[C:15]([CH:21]2[CH2:23][CH2:22]2)=[N:16][CH:17]=[C:18]([Cl:20])[N:19]=1.[C:24](=[O:26])=[O:25].Cl, predict the reaction product. The product is: [Cl:20][C:18]1[C:17]([C:24]([OH:26])=[O:25])=[N:16][C:15]([CH:21]2[CH2:23][CH2:22]2)=[C:14]([Cl:13])[N:19]=1. (3) Given the reactants [CH:1]1([C:4]2[CH:9]=[CH:8][C:7]([OH:10])=[CH:6][CH:5]=2)[CH2:3][CH2:2]1.C([O-])([O-])=O.[K+].[K+].Br[C:18](=[CH:23][CH3:24])[C:19]([O:21][CH3:22])=[O:20], predict the reaction product. The product is: [CH:1]1([C:4]2[CH:9]=[CH:8][C:7]([O:10][C:18](=[CH:23][CH3:24])[C:19]([O:21][CH3:22])=[O:20])=[CH:6][CH:5]=2)[CH2:3][CH2:2]1. (4) Given the reactants [CH:1]([O:4][C:5]1[CH:10]=[CH:9][C:8]([N:11]2[C:19]3[C:14](=[CH:15][C:16]([O:20][C:21]4[CH:26]=[CH:25][C:24]([C:27]([F:30])([F:29])[F:28])=[CH:23][CH:22]=4)=[CH:17][CH:18]=3)[CH:13]=[C:12]2[C:31]2[NH:35][N:34]=[N:33][N:32]=2)=[CH:7][CH:6]=1)([CH3:3])[CH3:2].C(OC(C1N(C2C=CC(OC(C)C)=CC=2)C2C(C=1[Cl:50])=CC(OC1C=CC(C(F)(F)F)=CC=1)=CC=2)=O)C, predict the reaction product. The product is: [Cl:50][C:13]1[C:14]2[C:19](=[CH:18][CH:17]=[C:16]([O:20][C:21]3[CH:26]=[CH:25][C:24]([C:27]([F:30])([F:28])[F:29])=[CH:23][CH:22]=3)[CH:15]=2)[N:11]([C:8]2[CH:9]=[CH:10][C:5]([O:4][CH:1]([CH3:3])[CH3:2])=[CH:6][CH:7]=2)[C:12]=1[C:31]1[NH:35][N:34]=[N:33][N:32]=1. (5) The product is: [F:21][C:4]1[CH:3]=[C:2]([C:24]2[CH:23]=[N:22][C:31]3[C:26]([CH:25]=2)=[CH:27][CH:28]=[CH:29][CH:30]=3)[CH:7]=[CH:6][C:5]=1[C:8]([N:10]1[CH2:14][CH2:13][CH2:12][C@H:11]1[CH2:15][N:16]1[CH2:20][CH2:19][CH2:18][CH2:17]1)=[O:9]. Given the reactants Br[C:2]1[CH:7]=[CH:6][C:5]([C:8]([N:10]2[CH2:14][CH2:13][CH2:12][C@H:11]2[CH2:15][N:16]2[CH2:20][CH2:19][CH2:18][CH2:17]2)=[O:9])=[C:4]([F:21])[CH:3]=1.[N:22]1[C:31]2[C:26](=[CH:27][CH:28]=[CH:29][CH:30]=2)[CH:25]=[CH:24][C:23]=1B(O)O, predict the reaction product. (6) Given the reactants [C:1]([O:5][C:6]([N:8]1[CH2:13][CH2:12][C@H:11]([CH2:14][N:15]=[N+:16]=[N-:17])[C@H:10](O)[CH2:9]1)=[O:7])([CH3:4])([CH3:3])[CH3:2].COCCN(S(F)(F)F)CCOC, predict the reaction product. The product is: [C:1]([O:5][C:6]([N:8]1[CH2:9][CH:10]=[C:11]([CH2:14][N:15]=[N+:16]=[N-:17])[CH2:12][CH2:13]1)=[O:7])([CH3:4])([CH3:2])[CH3:3].